This data is from Experimentally validated miRNA-target interactions with 360,000+ pairs, plus equal number of negative samples. The task is: Binary Classification. Given a miRNA mature sequence and a target amino acid sequence, predict their likelihood of interaction. The miRNA is mmu-miR-467c-5p with sequence UAAGUGCGUGCAUGUAUAUGUG. The protein sequence of the target gene is MLSCNICGETVTSEPDMKAHLIVHMESEIICPFCKLSGVNYDEMCFHIETAHFEQNTLERNFERINTVQYGTSDNKKDNTLQCGMEVNSSILSGCASNHPKNSAQNLTKDSTLKHEGFYSENLTESRKFLKSREKQSSLTEIKGSVYETTYSPPECPFCGKIEEHSEDMETHVKTKHANLLDIPLEDCDQPLYDCPMCGLICTNYHILQEHVDLHLEENSFQQGMDRVQCSGDLQLAHQLQQEEDRKRRSEESRQEIEEFQKLQRQYGLDNSGGYKQQQLRNMEIEVNRGRMPPSEFHRR.... Result: 0 (no interaction).